Dataset: Catalyst prediction with 721,799 reactions and 888 catalyst types from USPTO. Task: Predict which catalyst facilitates the given reaction. Reactant: [OH:1][C:2]1[CH:7]=[C:6]([C:8]([F:11])([F:10])[F:9])[CH:5]=[CH:4][C:3]=1[CH2:12][CH2:13][C:14]([O:16]C(C)(C)C)=[O:15].[CH3:21][S:22]([C:25]1[CH:30]=[CH:29][C:28](F)=[C:27]([Cl:32])[CH:26]=1)(=[O:24])=[O:23].C(=O)([O-])[O-].[K+].[K+]. Product: [Cl:32][C:27]1[CH:26]=[C:25]([S:22]([CH3:21])(=[O:24])=[O:23])[CH:30]=[CH:29][C:28]=1[O:1][C:2]1[CH:7]=[C:6]([C:8]([F:9])([F:10])[F:11])[CH:5]=[CH:4][C:3]=1[CH2:12][CH2:13][C:14]([OH:16])=[O:15]. The catalyst class is: 37.